Predict the product of the given reaction. From a dataset of Forward reaction prediction with 1.9M reactions from USPTO patents (1976-2016). (1) Given the reactants [OH:1][CH:2]([CH:29]([CH3:31])[CH3:30])[C:3]([N:5]1[CH2:10][CH2:9][N:8]([C:11]2[C:20]3[C:15](=[CH:16][C:17]([CH3:21])=[CH:18][CH:19]=3)[N:14]=[C:13]([C:22]3[CH:27]=[CH:26][CH:25]=[CH:24][C:23]=3[OH:28])[N:12]=2)[CH2:7][CH2:6]1)=[O:4].CCOCC.[ClH:37], predict the reaction product. The product is: [ClH:37].[OH:1][CH:2]([CH:29]([CH3:31])[CH3:30])[C:3]([N:5]1[CH2:10][CH2:9][N:8]([C:11]2[C:20]3[C:15](=[CH:16][C:17]([CH3:21])=[CH:18][CH:19]=3)[N:14]=[C:13]([C:22]3[CH:27]=[CH:26][CH:25]=[CH:24][C:23]=3[OH:28])[N:12]=2)[CH2:7][CH2:6]1)=[O:4]. (2) Given the reactants [CH:1]1([CH2:4][O:5][C:6]2[N:11]=[C:10]([C:12]([OH:14])=O)[CH:9]=[N:8][C:7]=2[N:15]2[CH2:18][C:17]([F:20])([F:19])[CH2:16]2)[CH2:3][CH2:2]1.[NH:21]1[CH2:25][CH2:24][C@H:23]([O:26][C:27](=[O:29])[CH3:28])[CH2:22]1, predict the reaction product. The product is: [CH:1]1([CH2:4][O:5][C:6]2[N:11]=[C:10]([C:12]([N:21]3[CH2:25][CH2:24][C@H:23]([O:26][C:27](=[O:29])[CH3:28])[CH2:22]3)=[O:14])[CH:9]=[N:8][C:7]=2[N:15]2[CH2:18][C:17]([F:20])([F:19])[CH2:16]2)[CH2:2][CH2:3]1. (3) Given the reactants CN(C)CCO.C([Li])CCC.[CH3:12][O:13][C:14]1[CH:19]=[CH:18][C:17]([N:20]2[CH2:25][CH2:24][N:23]([C:26]3[C:27]([C:32]4[CH:37]=[CH:36][C:35]([CH3:38])=[CH:34][CH:33]=4)=[N:28][CH:29]=[CH:30][CH:31]=3)[CH2:22][CH2:21]2)=[CH:16][CH:15]=1.[Br:39]C(Br)(Br)Br, predict the reaction product. The product is: [Br:39][C:29]1[N:28]=[C:27]([C:32]2[CH:37]=[CH:36][C:35]([CH3:38])=[CH:34][CH:33]=2)[C:26]([N:23]2[CH2:24][CH2:25][N:20]([C:17]3[CH:16]=[CH:15][C:14]([O:13][CH3:12])=[CH:19][CH:18]=3)[CH2:21][CH2:22]2)=[CH:31][CH:30]=1. (4) Given the reactants [S:1]1[CH2:7][C:5](=[O:6])[N:4]([CH2:8][C:9]([OH:11])=[O:10])[C:2]1=[S:3].[O:12]([C:19]1[CH:26]=[CH:25][C:22]([CH:23]=O)=[CH:21][CH:20]=1)[C:13]1[CH:18]=[CH:17][CH:16]=[CH:15][CH:14]=1.C(N(CC)CC)C, predict the reaction product. The product is: [O:6]=[C:5]1[C:7](=[CH:23][C:22]2[CH:25]=[CH:26][C:19]([O:12][C:13]3[CH:14]=[CH:15][CH:16]=[CH:17][CH:18]=3)=[CH:20][CH:21]=2)[S:1][C:2](=[S:3])[N:4]1[CH2:8][C:9]([OH:11])=[O:10].